From a dataset of Catalyst prediction with 721,799 reactions and 888 catalyst types from USPTO. Predict which catalyst facilitates the given reaction. (1) Reactant: [I:1][C:2]1[C:3]([O:13][CH:14]([CH3:16])[CH3:15])=[N:4][CH:5]=[C:6]([CH:12]=1)[C:7]([O:9]CC)=[O:8].[OH-].[Na+]. Product: [I:1][C:2]1[C:3]([O:13][CH:14]([CH3:16])[CH3:15])=[N:4][CH:5]=[C:6]([CH:12]=1)[C:7]([OH:9])=[O:8]. The catalyst class is: 32. (2) Reactant: C(O)(C(F)(F)F)=O.C(OC(=O)[NH:14][CH2:15][C@H:16]1[CH2:21][CH2:20][C@H:19]([CH2:22][NH:23][C:24]([C:26]2[C:35]3[C:30](=[CH:31][CH:32]=[CH:33][CH:34]=3)[N:29]=[C:28]([C:36]3[CH:37]=[N:38][C:39]([F:42])=[CH:40][CH:41]=3)[CH:27]=2)=[O:25])[CH2:18][CH2:17]1)(C)(C)C. Product: [NH2:14][CH2:15][C@H:16]1[CH2:21][CH2:20][C@H:19]([CH2:22][NH:23][C:24]([C:26]2[C:35]3[C:30](=[CH:31][CH:32]=[CH:33][CH:34]=3)[N:29]=[C:28]([C:36]3[CH:37]=[N:38][C:39]([F:42])=[CH:40][CH:41]=3)[CH:27]=2)=[O:25])[CH2:18][CH2:17]1. The catalyst class is: 2. (3) Reactant: C(Cl)(=O)C(Cl)=O.CS(C)=O.[CH2:11]([O:13][C:14]([N:16]1[CH2:24][CH:23]2[CH:18]([CH2:19][CH2:20][CH2:21][CH:22]2[OH:25])[CH2:17]1)=[O:15])[CH3:12].C(N(CC)CC)C. Product: [CH2:11]([O:13][C:14]([N:16]1[CH2:24][CH:23]2[CH:18]([CH2:19][CH2:20][CH2:21][C:22]2=[O:25])[CH2:17]1)=[O:15])[CH3:12]. The catalyst class is: 7. (4) Reactant: [CH:1]1([CH:5]([OH:7])[CH3:6])[CH2:4][CH2:3][CH2:2]1.[H-].[Na+].Cl[C:11]1[C:16]2[N:17]([CH2:20][C@H:21]3[CH2:26][CH2:25][C@H:24]([CH3:27])[CH2:23][CH2:22]3)[CH:18]=[N:19][C:15]=2[CH:14]=[C:13]([Cl:28])[N:12]=1. Product: [Cl:28][C:13]1[N:12]=[C:11]([O:7][CH:5]([CH:1]2[CH2:4][CH2:3][CH2:2]2)[CH3:6])[C:16]2[N:17]([CH2:20][C@H:21]3[CH2:26][CH2:25][C@H:24]([CH3:27])[CH2:23][CH2:22]3)[CH:18]=[N:19][C:15]=2[CH:14]=1. The catalyst class is: 3. (5) Reactant: Br[CH2:2][C:3]1[CH:12]=[CH:11][CH:10]=[C:9]([N+:13]([O-:15])=[O:14])[C:4]=1[C:5](OC)=[O:6].[NH3:16]. Product: [N+:13]([C:9]1[CH:10]=[CH:11][CH:12]=[C:3]2[C:4]=1[C:5](=[O:6])[NH:16][CH2:2]2)([O-:15])=[O:14]. The catalyst class is: 42.